This data is from Forward reaction prediction with 1.9M reactions from USPTO patents (1976-2016). The task is: Predict the product of the given reaction. (1) Given the reactants [Br:1][C:2]1[CH:3]=[C:4]([CH2:9][C:10]([OH:12])=[O:11])[CH:5]=[C:6]([OH:8])[CH:7]=1.[C:13]1([S:19]([C:22]2[CH:27]=[CH:26][C:25](F)=[C:24]([F:29])[CH:23]=2)(=[O:21])=[O:20])[CH:18]=[CH:17][CH:16]=[CH:15][CH:14]=1, predict the reaction product. The product is: [Br:1][C:2]1[CH:3]=[C:4]([CH2:9][C:10]([OH:12])=[O:11])[CH:5]=[C:6]([O:8][C:25]2[CH:26]=[CH:27][C:22]([S:19]([C:13]3[CH:18]=[CH:17][CH:16]=[CH:15][CH:14]=3)(=[O:21])=[O:20])=[CH:23][C:24]=2[F:29])[CH:7]=1. (2) Given the reactants [Cl:1][C:2]1[CH:11]=[C:10]2[C:5]([CH:6]=[CH:7][NH:8][C:9]2=[O:12])=[CH:4][C:3]=1[F:13].[CH2:14](Br)[C:15]1[CH:20]=[CH:19][CH:18]=[CH:17][CH:16]=1.C(OCC)(=O)C, predict the reaction product. The product is: [CH2:14]([O:12][C:9]1[C:10]2[C:5](=[CH:4][C:3]([F:13])=[C:2]([Cl:1])[CH:11]=2)[CH:6]=[CH:7][N:8]=1)[C:15]1[CH:20]=[CH:19][CH:18]=[CH:17][CH:16]=1. (3) Given the reactants Br[C:2]1[CH:11]=[CH:10][CH:9]=[C:8]2[C:3]=1[CH:4]=[CH:5][N:6]=[CH:7]2.[NH2:12][C@@H:13]1[CH2:17][CH2:16][N:15]([C:18]([O:20][C:21]([CH3:24])([CH3:23])[CH3:22])=[O:19])[CH2:14]1.C(=O)([O-])[O-].[Cs+].[Cs+], predict the reaction product. The product is: [CH:7]1[C:8]2[C:3](=[C:2]([NH:12][C@@H:13]3[CH2:17][CH2:16][N:15]([C:18]([O:20][C:21]([CH3:24])([CH3:23])[CH3:22])=[O:19])[CH2:14]3)[CH:11]=[CH:10][CH:9]=2)[CH:4]=[CH:5][N:6]=1. (4) Given the reactants CN(C)[CH:3]=[O:4].P(Cl)(Cl)(Cl)=O.[CH3:11][C:12]1[NH:13][CH:14]=[C:15]([CH3:17])[CH:16]=1.C([O-])(=O)C.[Na+], predict the reaction product. The product is: [CH:3]([C:14]1[NH:13][C:12]([CH3:11])=[CH:16][C:15]=1[CH3:17])=[O:4]. (5) Given the reactants [NH2:1][C:2]1[C:7]2=[C:8]([C:13]3[CH:18]=[CH:17][CH:16]=[C:15]([O:19][CH2:20][C:21]4[CH:26]=[CH:25][CH:24]=[CH:23][CH:22]=4)[CH:14]=3)[CH:9]=[C:10]([CH2:11][OH:12])[N:6]2[N:5]=[CH:4][N:3]=1.CC(OI1(OC(C)=O)(OC(C)=O)OC(=O)C2C=CC=CC1=2)=O, predict the reaction product. The product is: [NH2:1][C:2]1[C:7]2=[C:8]([C:13]3[CH:18]=[CH:17][CH:16]=[C:15]([O:19][CH2:20][C:21]4[CH:22]=[CH:23][CH:24]=[CH:25][CH:26]=4)[CH:14]=3)[CH:9]=[C:10]([CH:11]=[O:12])[N:6]2[N:5]=[CH:4][N:3]=1.